Task: Predict the reaction yield, written as a fraction of the theoretical maximum amount of product (1.0 means a 100% yield; for example, 0.34 means a 34% yield).. Dataset: Reaction yield outcomes from USPTO patents with 853,638 reactions (1) The reactants are [CH3:1][O:2][C:3]([C:5]1[N:6]=[C:7](N)[S:8][C:9]=1[CH2:10][CH2:11][C:12]1[CH:17]=[CH:16][CH:15]=[CH:14][CH:13]=1)=[O:4].N(OCCC(C)C)=O. The catalyst is C1COCC1. The product is [CH3:1][O:2][C:3]([C:5]1[N:6]=[CH:7][S:8][C:9]=1[CH2:10][CH2:11][C:12]1[CH:17]=[CH:16][CH:15]=[CH:14][CH:13]=1)=[O:4]. The yield is 0.550. (2) The reactants are Cl.[N:2]1([C:7](=[NH:9])[NH2:8])[CH:6]=[CH:5][CH:4]=N1.N[CH:11]1CCC[CH2:14][N:13]([C:18]([O:20][C:21]([CH3:24])([CH3:23])[CH3:22])=[O:19])[CH2:12]1.C(N(CC)CC)C. The catalyst is C(#N)C. The product is [NH:2]([CH:6]1[CH2:5][CH2:4][CH2:11][CH2:12][N:13]([C:18]([O:20][C:21]([CH3:22])([CH3:24])[CH3:23])=[O:19])[CH2:14]1)[C:7]([NH2:8])=[NH:9]. The yield is 0.280. (3) The reactants are [CH3:1][C:2]1[C:10]([O:11][C@@H:12]2[CH2:17][CH2:16][C@H:15]([N:18]3C(=O)C4C(=CC=CC=4)C3=O)[CH2:14][CH2:13]2)=[CH:9][CH:8]=[C:7]2[C:3]=1[CH:4]=[N:5][N:6]2[CH:29]1[CH2:34][CH2:33][CH2:32][CH2:31][O:30]1.CN.C(O)C. No catalyst specified. The product is [CH3:1][C:2]1[C:10]([O:11][C@@H:12]2[CH2:13][CH2:14][C@H:15]([NH2:18])[CH2:16][CH2:17]2)=[CH:9][CH:8]=[C:7]2[C:3]=1[CH:4]=[N:5][N:6]2[CH:29]1[CH2:34][CH2:33][CH2:32][CH2:31][O:30]1. The yield is 0.880. (4) The reactants are [F:1][C:2]1[CH:7]=[C:6]([O:8][C:9]2[CH:14]=[CH:13][N:12]=[C:11]([C:15]3[CH:16]=[N:17][N:18]([CH3:20])[CH:19]=3)[CH:10]=2)[C:5]([CH3:21])=[CH:4][C:3]=1[NH:22][C:23]([C:25]1([C:28]([NH:30][C:31]2[CH:36]=[CH:35][C:34]([F:37])=[CH:33][CH:32]=2)=[O:29])[CH2:27][CH2:26]1)=[O:24].[CH3:38][S:39]([OH:42])(=[O:41])=[O:40]. The catalyst is C(Cl)Cl. The product is [CH3:38][S:39]([OH:42])(=[O:41])=[O:40].[F:1][C:2]1[CH:7]=[C:6]([O:8][C:9]2[CH:14]=[CH:13][N:12]=[C:11]([C:15]3[CH:16]=[N:17][N:18]([CH3:20])[CH:19]=3)[CH:10]=2)[C:5]([CH3:21])=[CH:4][C:3]=1[NH:22][C:23]([C:25]1([C:28]([NH:30][C:31]2[CH:36]=[CH:35][C:34]([F:37])=[CH:33][CH:32]=2)=[O:29])[CH2:26][CH2:27]1)=[O:24]. The yield is 0.670. (5) The reactants are [C:1]([CH2:9][NH:10][CH2:11][C:12]1[CH:13]=[C:14]([C:18]2[CH:23]=[CH:22][C:21]([CH2:24][C@H:25]([NH:31][C:32]([O:34][C:35]([CH3:38])([CH3:37])[CH3:36])=[O:33])[C:26]([O:28][CH2:29]C)=[O:27])=[CH:20][CH:19]=2)[CH:15]=[CH:16][CH:17]=1)(=[O:8])[C:2]1[CH:7]=[CH:6][CH:5]=[CH:4][CH:3]=1.C(OC(N[C@H](CC1C=CC(C2C=CC=C(CNC)C=2)=CC=1)C(OC)=O)=O)(C)(C)C. No catalyst specified. The product is [C:1]([CH2:9][NH:10][CH2:11][C:12]1[CH:13]=[C:14]([C:18]2[CH:23]=[CH:22][C:21]([CH2:24][C@@H:25]([NH:31][C:32]([O:34][C:35]([CH3:38])([CH3:37])[CH3:36])=[O:33])[C:26]([O:28][CH3:29])=[O:27])=[CH:20][CH:19]=2)[CH:15]=[CH:16][CH:17]=1)(=[O:8])[C:2]1[CH:3]=[CH:4][CH:5]=[CH:6][CH:7]=1. The yield is 0.850. (6) The reactants are [F:1][C:2]1[CH:7]=[CH:6][C:5]([NH:8][C:9]2[C:14]([C:15]([N:17]3[CH2:22][CH2:21][CH:20]([C:23]4[CH:28]=[CH:27][C:26]([F:29])=[CH:25][CH:24]=4)[CH2:19][CH2:18]3)=[O:16])=[CH:13][N:12]=[C:11]([S:30]([OH:33])(=[O:32])=O)[CH:10]=2)=[C:4]([CH3:34])[CH:3]=1.[NH:35]1[CH2:40][CH2:39][CH:38]([NH:41][C:42](=[O:48])[O:43][C:44]([CH3:47])([CH3:46])[CH3:45])[CH2:37][CH2:36]1. No catalyst specified. The product is [F:1][C:2]1[CH:7]=[CH:6][C:5]([NH:8][C:9]2[C:14]([C:15]([N:17]3[CH2:22][CH2:21][CH:20]([C:23]4[CH:24]=[CH:25][C:26]([F:29])=[CH:27][CH:28]=4)[CH2:19][CH2:18]3)=[O:16])=[CH:13][N:12]=[C:11]([S:30]([N:35]3[CH2:36][CH2:37][CH:38]([NH:41][C:42](=[O:48])[O:43][C:44]([CH3:46])([CH3:45])[CH3:47])[CH2:39][CH2:40]3)(=[O:32])=[O:33])[CH:10]=2)=[C:4]([CH3:34])[CH:3]=1. The yield is 0.960.